Dataset: Full USPTO retrosynthesis dataset with 1.9M reactions from patents (1976-2016). Task: Predict the reactants needed to synthesize the given product. (1) Given the product [Cl:1][C:2]1[C:3]([NH:17][CH:18]2[CH2:19][CH2:20]2)=[N:4][C:5]([NH:8][C:9]2[CH:14]=[CH:13][CH:12]=[C:11]([CH:15]3[S:21][CH2:22][CH2:23][O:16]3)[CH:10]=2)=[N:6][CH:7]=1, predict the reactants needed to synthesize it. The reactants are: [Cl:1][C:2]1[C:3]([NH:17][CH:18]2[CH2:20][CH2:19]2)=[N:4][C:5]([NH:8][C:9]2[CH:10]=[C:11]([CH:15]=[O:16])[CH:12]=[CH:13][CH:14]=2)=[N:6][CH:7]=1.[SH:21][CH2:22][CH2:23]O.B(F)(F)F.CCOCC.C([O-])(O)=O.[Na+]. (2) The reactants are: [CH3:1][C:2]1[C:3]([N:9]2[CH2:14][CH2:13][N:12]([C:15]([C:17]3[CH:22]=[CH:21][C:20]([N:23]4[C@H:27]([CH2:28][OH:29])[CH2:26][CH2:25][C:24]4=[O:30])=[CH:19][C:18]=3[S:31]([CH3:34])(=[O:33])=[O:32])=[O:16])[CH2:11][CH2:10]2)=[N:4][CH:5]=[C:6]([CH3:8])[CH:7]=1.S(C1C=CC(C)=CC=1)(O[CH3:39])(=O)=O. Given the product [CH3:1][C:2]1[C:3]([N:9]2[CH2:14][CH2:13][N:12]([C:15]([C:17]3[CH:22]=[CH:21][C:20]([N:23]4[C@H:27]([CH2:28][O:29][CH3:39])[CH2:26][CH2:25][C:24]4=[O:30])=[CH:19][C:18]=3[S:31]([CH3:34])(=[O:33])=[O:32])=[O:16])[CH2:11][CH2:10]2)=[N:4][CH:5]=[C:6]([CH3:8])[CH:7]=1, predict the reactants needed to synthesize it. (3) Given the product [Cl:14][C:7]1[O:8][C:4]2[CH:3]=[C:2]([F:1])[CH:11]=[CH:10][C:5]=2[N:6]=1, predict the reactants needed to synthesize it. The reactants are: [F:1][C:2]1[CH:11]=[CH:10][C:5]2[NH:6][C:7](=S)[O:8][C:4]=2[CH:3]=1.S(Cl)([Cl:14])=O. (4) Given the product [CH2:9]([O:11][C:12]([CH:14]1[CH2:19][CH2:18][N:17]([CH2:7][CH:4]2[CH2:3][CH2:2][O:1][CH2:6][CH2:5]2)[CH2:16][CH2:15]1)=[O:13])[CH3:10], predict the reactants needed to synthesize it. The reactants are: [O:1]1[CH2:6][CH2:5][CH:4]([CH:7]=O)[CH2:3][CH2:2]1.[CH2:9]([O:11][C:12]([CH:14]1[CH2:19][CH2:18][NH:17][CH2:16][CH2:15]1)=[O:13])[CH3:10].C(O[BH-](OC(=O)C)OC(=O)C)(=O)C.[Na+]. (5) Given the product [CH3:1][O:2][C:3]1[CH:4]=[C:5]([NH:9][CH:10]([C:26]2[CH:31]=[CH:30][CH:29]=[CH:28][CH:27]=2)[C:11]([C:13]2[C:21]3[C:16](=[CH:17][C:18]([C:22]([OH:24])=[O:23])=[CH:19][CH:20]=3)[NH:15][CH:14]=2)=[O:12])[CH:6]=[CH:7][CH:8]=1, predict the reactants needed to synthesize it. The reactants are: [CH3:1][O:2][C:3]1[CH:4]=[C:5]([NH:9][CH:10]([C:26]2[CH:31]=[CH:30][CH:29]=[CH:28][CH:27]=2)[C:11]([C:13]2[C:21]3[C:16](=[CH:17][C:18]([C:22]([O:24]C)=[O:23])=[CH:19][CH:20]=3)[NH:15][CH:14]=2)=[O:12])[CH:6]=[CH:7][CH:8]=1.[OH-].[Na+]. (6) Given the product [CH:13]1([CH2:18][N:19]([CH2:30][CH3:31])[C:20]2[C:21]([CH2:28][NH:12][C:9]3[N:8]=[CH:7][C:6]([O:5][CH2:4][CH2:3][S:2][CH3:1])=[CH:11][N:10]=3)=[N:22][C:23]([O:26][CH3:27])=[CH:24][CH:25]=2)[CH2:14][CH2:15][CH2:16][CH2:17]1, predict the reactants needed to synthesize it. The reactants are: [CH3:1][S:2][CH2:3][CH2:4][O:5][C:6]1[CH:7]=[N:8][C:9]([NH2:12])=[N:10][CH:11]=1.[CH:13]1([CH2:18][N:19]([CH2:30][CH3:31])[C:20]2[C:21]([CH:28]=O)=[N:22][C:23]([O:26][CH3:27])=[CH:24][CH:25]=2)[CH2:17][CH2:16][CH2:15][CH2:14]1.C(O[BH-](OC(=O)C)OC(=O)C)(=O)C.[Na+].O. (7) Given the product [C:1]([O:5][C:6]([N:8]1[C@H:13]([C:14](=[O:16])[NH:25][CH2:24][C@H:19]2[CH2:20][C:18]2([Cl:17])[Cl:23])[CH2:12][C@@H:11]2[C@H:9]1[CH2:10]2)=[O:7])([CH3:2])([CH3:3])[CH3:4], predict the reactants needed to synthesize it. The reactants are: [C:1]([O:5][C:6]([N:8]1[C@H:13]([C:14]([OH:16])=O)[CH2:12][C@@H:11]2[C@H:9]1[CH2:10]2)=[O:7])([CH3:4])([CH3:3])[CH3:2].[Cl:17][C:18]1([Cl:23])[CH2:20][C@H:19]1NC.[CH3:24][N:25](C(ON1N=NC2C=CC=CC1=2)=[N+](C)C)C.F[P-](F)(F)(F)(F)F.CCN(C(C)C)C(C)C. (8) Given the product [NH2:8][C:7]1[CH:6]=[CH:5][C:4]([CH:11]2[O:16][CH2:15][CH2:14][N:13]([C:17]([O:19][C:20]([CH3:22])([CH3:21])[CH3:23])=[O:18])[CH2:12]2)=[CH:3][C:2]=1[CH3:1], predict the reactants needed to synthesize it. The reactants are: [CH3:1][C:2]1[CH:3]=[C:4]([CH:11]2[O:16][CH2:15][CH2:14][N:13]([C:17]([O:19][C:20]([CH3:23])([CH3:22])[CH3:21])=[O:18])[CH2:12]2)[CH:5]=[CH:6][C:7]=1[N+:8]([O-])=O.C([O-])=O.[NH4+].